This data is from Antibody developability classification from SAbDab with 2,409 antibodies. The task is: Regression/Classification. Given an antibody's heavy chain and light chain sequences, predict its developability. TAP uses regression for 5 developability metrics; SAbDab uses binary classification. (1) The antibody is ['EVKVEESGGGLVQPGGSMKLSCVASGFTFSNYWMEWVRQSPEKGLEWVAEIRLKSNNYATHYAESVKGRFTISRDDSKSSVYLQMNNLRAEDTGIYYCTRGGAVGAMDYWGQGTSVTVSS', 'DVVLTQTPLSLPVRLGDQASISCRSSQSLLHSDGNTYLHWYLQKPGQSPKLLIYKVSNRFSGVPDRFSGSGSGTDFTLKISRVEAEDLGVYFCSQTTHVPTFGGGTKLEIK']. Result: 0 (not developable). (2) The antibody is ['EVQLVESGGGLVQPKGSLKLSCAASGFTFNTYAMNWVRQAPGKGLEWVARIRSKSNNYATYYADSVKDRFTISRDDSQSMLYLQMNNLKTEDTAMYYCVRHRGAPLYYGNGAWFAYWGQGTLVTVSA', 'DIQMTQSTSSLSASLGDRVTISCRASQDISNYLNWYQQKPDGTVKVLIYYTSRLRSGVPSRFSGSGSGTDYSLTISNLEQEDIATYFCQQGNTLPWTFGGGTKLEIK']. Result: 0 (not developable).